Dataset: Forward reaction prediction with 1.9M reactions from USPTO patents (1976-2016). Task: Predict the product of the given reaction. (1) The product is: [NH2:8][C:5]1[N:4]=[C:3]([N:9]2[C:17]3[C:12](=[CH:13][CH:14]=[C:15]([C:28]#[C:27][C:25]([C:23]4[O:22][N:21]=[C:20]([CH3:19])[N:24]=4)([OH:29])[CH3:26])[CH:16]=3)[CH2:11][CH2:10]2)[C:2]([Cl:1])=[CH:7][N:6]=1. Given the reactants [Cl:1][C:2]1[C:3]([N:9]2[C:17]3[C:12](=[CH:13][CH:14]=[C:15](I)[CH:16]=3)[CH2:11][CH2:10]2)=[N:4][C:5]([NH2:8])=[N:6][CH:7]=1.[CH3:19][C:20]1[N:24]=[C:23]([C:25]([OH:29])([C:27]#[CH:28])[CH3:26])[O:22][N:21]=1, predict the reaction product. (2) Given the reactants [CH3:1][O:2][C:3]1[CH:9]=[C:8]([O:10][CH3:11])[C:7]([O:12][CH3:13])=[CH:6][C:4]=1[NH2:5].[C:14](Cl)(Cl)=[O:15], predict the reaction product. The product is: [N:5]([C:4]1[CH:6]=[C:7]([O:12][CH3:13])[C:8]([O:10][CH3:11])=[CH:9][C:3]=1[O:2][CH3:1])=[C:14]=[O:15]. (3) Given the reactants [C:1]([O-:4])(=[O:3])[CH3:2].[Na+].Br[CH2:7][C:8]1[CH:17]=[CH:16][C:15]([CH2:18]Br)=[CH:14][C:9]=1[C:10]([O:12][CH3:13])=[O:11].[Cl-].[NH4+], predict the reaction product. The product is: [C:1]([O:4][CH2:7][C:8]1[CH:17]=[CH:16][C:15]([CH2:18][O:4][C:1](=[O:3])[CH3:2])=[CH:14][C:9]=1[C:10]([O:12][CH3:13])=[O:11])(=[O:3])[CH3:2]. (4) Given the reactants [CH2:1]([N:8]1[CH2:13][CH2:12][N:11]([C:14]2[CH:15]=[C:16]3[C:20](=[CH:21][CH:22]=2)[N:19]([Si:23]([CH:30]([CH3:32])[CH3:31])([CH:27]([CH3:29])[CH3:28])[CH:24]([CH3:26])[CH3:25])[N:18]=[CH:17]3)[CH2:10][C:9]1=[O:33])[C:2]1[CH:7]=[CH:6][CH:5]=[CH:4][CH:3]=1.C([Li])(CC)C.Br[CH2:40][CH:41]1[CH2:46][CH2:45][O:44][CH2:43][CH2:42]1.O, predict the reaction product. The product is: [CH2:1]([N:8]1[CH2:13][CH2:12][N:11]([C:14]2[CH:15]=[C:16]3[C:20](=[CH:21][CH:22]=2)[N:19]([Si:23]([CH:27]([CH3:29])[CH3:28])([CH:30]([CH3:32])[CH3:31])[CH:24]([CH3:25])[CH3:26])[N:18]=[CH:17]3)[CH:10]([CH2:40][CH:41]2[CH2:46][CH2:45][O:44][CH2:43][CH2:42]2)[C:9]1=[O:33])[C:2]1[CH:7]=[CH:6][CH:5]=[CH:4][CH:3]=1. (5) Given the reactants [Cl:1][C:2]1[CH:11]=[C:10]2[C:5]([CH2:6][C:7]([CH3:41])([CH3:40])[C:8](=[O:39])[N:9]2[CH:12]2[CH2:17][CH2:16][N:15]([C:18]([C:20]3[CH:25]=[CH:24][C:23]([C:26]4[CH:31]=[CH:30][CH:29]=[CH:28][C:27]=4[O:32][C@H:33]([CH3:37])[CH2:34][CH2:35][OH:36])=[CH:22][C:21]=3[F:38])=[O:19])[CH2:14][CH2:13]2)=[N:4][CH:3]=1.[Br-].[K+].Cl[O-].[Na+].Cl.Cl([O-])=[O:49].[Na+], predict the reaction product. The product is: [Cl:1][C:2]1[CH:11]=[C:10]2[C:5]([CH2:6][C:7]([CH3:40])([CH3:41])[C:8](=[O:39])[N:9]2[CH:12]2[CH2:13][CH2:14][N:15]([C:18]([C:20]3[CH:25]=[CH:24][C:23]([C:26]4[CH:31]=[CH:30][CH:29]=[CH:28][C:27]=4[O:32][C@H:33]([CH3:37])[CH2:34][C:35]([OH:49])=[O:36])=[CH:22][C:21]=3[F:38])=[O:19])[CH2:16][CH2:17]2)=[N:4][CH:3]=1. (6) The product is: [CH3:17][C:12]1[N:11]([C:5]2[C:6]([C:8]([OH:10])=[O:9])=[N:7][C:2]([N:22]3[CH2:26][CH2:25][CH2:24][CH2:23]3)=[C:3]([C:18]([F:21])([F:20])[F:19])[CH:4]=2)[C:15]([CH3:16])=[CH:14][CH:13]=1. Given the reactants Br[C:2]1[N:7]=[C:6]([C:8]([OH:10])=[O:9])[C:5]([N:11]2[C:15]([CH3:16])=[CH:14][CH:13]=[C:12]2[CH3:17])=[CH:4][C:3]=1[C:18]([F:21])([F:20])[F:19].[NH:22]1[CH2:26][CH2:25][CH2:24][CH2:23]1, predict the reaction product. (7) Given the reactants CN([CH:4]=[C:5]1[CH2:11][C:10](=[O:12])[NH:9][C:8]2[CH:13]=[CH:14][C:15]([I:17])=[CH:16][C:7]=2[C:6]1=O)C.C([O-])([O-])=O.[K+].[K+].[CH3:25][O:26][C:27]1[CH:28]=[C:29]([NH:35][C:36]([NH2:38])=[NH:37])[CH:30]=[CH:31][C:32]=1[O:33][CH3:34].Cl, predict the reaction product. The product is: [CH3:25][O:26][C:27]1[CH:28]=[C:29]([NH:35][C:36]2[N:38]=[CH:4][C:5]3[CH2:11][C:10](=[O:12])[NH:9][C:8]4[CH:13]=[CH:14][C:15]([I:17])=[CH:16][C:7]=4[C:6]=3[N:37]=2)[CH:30]=[CH:31][C:32]=1[O:33][CH3:34].